Dataset: Catalyst prediction with 721,799 reactions and 888 catalyst types from USPTO. Task: Predict which catalyst facilitates the given reaction. (1) Product: [C:1]([O:5][C:6]([N:8]1[CH2:13][CH2:12][CH:11]([NH:15][C:16]2[CH:23]=[CH:22][C:21]([Cl:24])=[CH:20][C:17]=2[CH2:18][OH:19])[CH2:10][CH2:9]1)=[O:7])([CH3:4])([CH3:3])[CH3:2]. The catalyst class is: 247. Reactant: [C:1]([O:5][C:6]([N:8]1[CH2:13][CH2:12][C:11](=O)[CH2:10][CH2:9]1)=[O:7])([CH3:4])([CH3:3])[CH3:2].[NH2:15][C:16]1[CH:23]=[CH:22][C:21]([Cl:24])=[CH:20][C:17]=1[CH2:18][OH:19].C(O)(=O)C.[BH3-]C#N.[Na+]. (2) Reactant: C([O:8][C:9]1[N:13]([CH3:14])[N:12]=[C:11]([C:15]([N:17]2[CH2:22][CH2:21][N:20]([C:23]3[CH:28]=[CH:27][CH:26]=[CH:25][C:24]=3[C:29]([CH3:32])([CH3:31])[CH3:30])[CH2:19][CH2:18]2)=[O:16])[CH:10]=1)C1C=CC=CC=1. Product: [C:29]([C:24]1[CH:25]=[CH:26][CH:27]=[CH:28][C:23]=1[N:20]1[CH2:19][CH2:18][N:17]([C:15]([C:11]2[CH:10]=[C:9]([OH:8])[N:13]([CH3:14])[N:12]=2)=[O:16])[CH2:22][CH2:21]1)([CH3:32])([CH3:30])[CH3:31]. The catalyst class is: 129. (3) Reactant: [C:1]1([C:7]2[C:11]3[CH2:12][NH:13][CH2:14][CH2:15][C:10]=3[NH:9][N:8]=2)[CH:6]=[CH:5][CH:4]=[CH:3][CH:2]=1.[C:16]1([CH:22]([NH2:24])[CH3:23])[CH:21]=[CH:20][CH:19]=[CH:18][CH:17]=1.C1N=CN([C:30](N2C=NC=C2)=[O:31])C=1.O. Product: [C:1]1([C:7]2[C:11]3[CH2:12][N:13]([C:30]([NH:24][CH:22]([C:16]4[CH:21]=[CH:20][CH:19]=[CH:18][CH:17]=4)[CH3:23])=[O:31])[CH2:14][CH2:15][C:10]=3[NH:9][N:8]=2)[CH:2]=[CH:3][CH:4]=[CH:5][CH:6]=1. The catalyst class is: 2. (4) Reactant: [F:1][C:2]1[CH:3]=[C:4]2[C:8](=[CH:9][CH:10]=1)[NH:7][C:6](=[O:11])[C:5]2=[N:12][N:13]=[CH:14][C:15]1[NH:19][C:18]([CH3:20])=[C:17]([C:21]([NH:23][CH2:24][CH2:25][CH2:26][CH2:27][CH2:28][CH2:29][CH2:30][C:31](O)=[O:32])=[O:22])[C:16]=1[CH3:34].C(N(CC)CC)C.ClC(OCC)=O.[NH2:48][OH:49]. Product: [F:1][C:2]1[CH:3]=[C:4]2[C:8](=[CH:9][CH:10]=1)[NH:7][C:6](=[O:11])[C:5]2=[N:12][N:13]=[CH:14][C:15]1[NH:19][C:18]([CH3:20])=[C:17]([C:21]([NH:23][CH2:24][CH2:25][CH2:26][CH2:27][CH2:28][CH2:29][CH2:30][C:31]([NH:48][OH:49])=[O:32])=[O:22])[C:16]=1[CH3:34]. The catalyst class is: 650. (5) Reactant: [OH:1][CH2:2][CH2:3][NH:4][CH:5]1[CH2:10][CH2:9][N:8]([C:11]([O:13][C:14]([CH3:17])([CH3:16])[CH3:15])=[O:12])[CH2:7][CH2:6]1.C(N([CH2:23][CH3:24])CC)C.ClCC(Cl)=[O:28].[H-].[Na+]. Product: [O:28]=[C:3]1[CH2:2][O:1][CH2:24][CH2:23][N:4]1[CH:5]1[CH2:10][CH2:9][N:8]([C:11]([O:13][C:14]([CH3:17])([CH3:16])[CH3:15])=[O:12])[CH2:7][CH2:6]1. The catalyst class is: 118. (6) Reactant: Cl[CH2:2][C:3]([N:5]([CH:12]1[CH2:17][CH2:16][N:15]([C:18]([O:20][C:21]([CH3:24])([CH3:23])[CH3:22])=[O:19])[CH2:14][CH2:13]1)[C:6]1[CH:11]=[CH:10][CH:9]=[CH:8][CH:7]=1)=[O:4].C(=O)([O-])[O-].[K+].[K+].[NH:31]1[CH2:36][CH2:35][CH2:34][CH2:33][CH2:32]1.O. Product: [C:6]1([N:5]([CH:12]2[CH2:17][CH2:16][N:15]([C:18]([O:20][C:21]([CH3:24])([CH3:23])[CH3:22])=[O:19])[CH2:14][CH2:13]2)[C:3](=[O:4])[CH2:2][N:31]2[CH2:36][CH2:35][CH2:34][CH2:33][CH2:32]2)[CH:11]=[CH:10][CH:9]=[CH:8][CH:7]=1. The catalyst class is: 10. (7) Product: [CH2:4]([CH:7]1[CH2:11][CH2:10][CH:9]([CH:12]2[CH2:17][CH2:16][CH:15]([CH2:18][OH:19])[CH2:14][CH2:13]2)[CH2:8]1)[CH2:5][CH3:6]. Reactant: C(O)C.[CH2:4]([CH:7]1[CH2:11][CH2:10][CH:9]([CH:12]2[CH2:17][CH2:16][CH:15]([CH:18]=[O:19])[CH2:14][CH2:13]2)[CH2:8]1)[CH2:5][CH3:6].[BH4-].[Na+]. The catalyst class is: 6.